Dataset: Full USPTO retrosynthesis dataset with 1.9M reactions from patents (1976-2016). Task: Predict the reactants needed to synthesize the given product. (1) Given the product [N+:20](/[CH:23]=[CH:15]/[C:14]1[CH:17]=[CH:18][CH:19]=[C:12]([O:5][C:6]2[CH:11]=[CH:10][CH:9]=[CH:8][CH:7]=2)[CH:13]=1)([O-:22])=[O:21], predict the reactants needed to synthesize it. The reactants are: C(O)(=O)C.[O:5]([C:12]1[CH:13]=[C:14]([CH:17]=[CH:18][CH:19]=1)[CH:15]=O)[C:6]1[CH:11]=[CH:10][CH:9]=[CH:8][CH:7]=1.[N+:20]([CH3:23])([O-:22])=[O:21].C([O-])(=O)C.[NH4+]. (2) The reactants are: [C:1]([C@H:5]1[C:18]2[C:13](=[CH:14][CH:15]=[CH:16][CH:17]=2)[C:12]2[CH:11]=[CH:10][CH:9]=[CH:8][C:7]=2[N:6]1[S:19]([C:22]1[CH:27]=[CH:26][C:25]([O:28]C)=[CH:24][CH:23]=1)(=[O:21])=[O:20])([CH3:4])([CH3:3])[CH3:2].C1CCCCC=1.B(Br)(Br)Br.ClCCl. Given the product [C:1]([C@H:5]1[C:18]2[C:13](=[CH:14][CH:15]=[CH:16][CH:17]=2)[C:12]2[CH:11]=[CH:10][CH:9]=[CH:8][C:7]=2[N:6]1[S:19]([C:22]1[CH:27]=[CH:26][C:25]([OH:28])=[CH:24][CH:23]=1)(=[O:21])=[O:20])([CH3:4])([CH3:2])[CH3:3], predict the reactants needed to synthesize it. (3) Given the product [CH2:19]([N:16]1[CH2:15][CH2:14][CH:13]([C:10]2[O:11][C:12]3[C:4]([C:1]([NH2:2])=[O:3])=[CH:5][CH:6]=[CH:7][C:8]=3[N:9]=2)[CH2:18][CH2:17]1)[CH2:29][CH2:30][CH2:31][CH3:32], predict the reactants needed to synthesize it. The reactants are: [C:1]([C:4]1[C:12]2[O:11][C:10]([CH:13]3[CH2:18][CH2:17][N:16]([C:19](OCC4C=CC=CC=4)=O)[CH2:15][CH2:14]3)=[N:9][C:8]=2[CH:7]=[CH:6][CH:5]=1)(=[O:3])[NH2:2].[CH:29](=O)[CH2:30][CH2:31][CH2:32]C.[H][H]. (4) Given the product [C:1]([O:5][C:6]([N:8]1[CH2:12][CH2:11][C@H:10]([C@H:13]([O:18][C:19]2[CH:20]=[CH:21][C:22]([C:25]([F:28])([F:26])[F:27])=[CH:23][CH:24]=2)[CH2:14][NH2:15])[CH2:9]1)=[O:7])([CH3:4])([CH3:2])[CH3:3], predict the reactants needed to synthesize it. The reactants are: [C:1]([O:5][C:6]([N:8]1[CH2:12][CH2:11][C@H:10]([C@H:13]([O:18][C:19]2[CH:24]=[CH:23][C:22]([C:25]([F:28])([F:27])[F:26])=[CH:21][CH:20]=2)[CH2:14][N:15]=[N+]=[N-])[CH2:9]1)=[O:7])([CH3:4])([CH3:3])[CH3:2].C.O. (5) Given the product [NH2:1][C@H:2]([C:12]([NH:14][CH2:15][C:16]([NH:18][CH2:19][C:20]([NH2:22])=[O:21])=[O:17])=[O:13])[CH2:3][CH2:4][C:5](=[O:11])[O:6][C:7]([CH3:9])([CH3:10])[CH3:8], predict the reactants needed to synthesize it. The reactants are: [NH:1](C(OCC1C=CC=CC=1)=O)[C@H:2]([C:12]([NH:14][CH2:15][C:16]([NH:18][CH2:19][C:20]([NH2:22])=[O:21])=[O:17])=[O:13])[CH2:3][CH2:4][C:5](=[O:11])[O:6][C:7]([CH3:10])([CH3:9])[CH3:8].O. (6) Given the product [C:32]([O:36][C:37](=[O:38])[NH:39][CH:40]([C:41]([N:43]1[CH2:47][CH2:46][CH2:45][CH:44]1[C:48](=[O:49])[NH:8][CH:9]([CH:21]1[CH:22]2[CH2:23][CH:24]3[CH2:25][C:26]([OH:31])([CH2:27][CH:28]1[CH2:29]3)[CH2:30]2)[C:10]([N:12]1[CH2:17][CH:16]2[CH:14]([CH2:15]2)[CH:13]1[C:18](=[O:19])[NH2:20])=[O:11])=[O:42])[CH:51]([CH3:53])[CH3:52])([CH3:33])([CH3:34])[CH3:35], predict the reactants needed to synthesize it. The reactants are: FC(F)(F)C(O)=O.[NH2:8][CH:9]([CH:21]1[CH:28]2[CH2:29][CH:24]3[CH2:25][C:26]([OH:31])([CH2:30][CH:22]1[CH2:23]3)[CH2:27]2)[C:10]([N:12]1[CH2:17][CH:16]2[CH:14]([CH2:15]2)[CH:13]1[C:18]([NH2:20])=[O:19])=[O:11].[C:32]([O:36][C:37]([NH:39][CH:40]([CH:51]([CH3:53])[CH3:52])[C:41]([N:43]1[CH2:47][CH2:46][CH2:45][CH:44]1[C:48](O)=[O:49])=[O:42])=[O:38])([CH3:35])([CH3:34])[CH3:33].CCN(C(C)C)C(C)C.CCN=C=NCCCN(C)C.Cl.